Dataset: Reaction yield outcomes from USPTO patents with 853,638 reactions. Task: Predict the reaction yield, written as a fraction of the theoretical maximum amount of product (1.0 means a 100% yield; for example, 0.34 means a 34% yield). (1) The reactants are Cl.C(O[C:5](=[NH:21])[C:6]1[CH:11]=[CH:10][C:9]([S:12](=[O:20])(=[O:19])[NH:13][C:14]2[S:15][CH:16]=[CH:17][N:18]=2)=[CH:8][CH:7]=1)C.[NH3:22]. No catalyst specified. The product is [S:15]1[CH:16]=[CH:17][N:18]=[C:14]1[NH:13][S:12]([C:9]1[CH:8]=[CH:7][C:6]([C:5]([NH2:21])=[NH:22])=[CH:11][CH:10]=1)(=[O:19])=[O:20]. The yield is 1.00. (2) The reactants are Br[C:2]1[CH:7]=[CH:6][C:5]([Br:8])=[CH:4][N:3]=1.[C:9](CCCO)#[N:10].[CH3:15][Si](C)(C)[N-][Si](C)(C)C.[Na+].CCO[C:28]([CH3:30])=[O:29]. The catalyst is CS(C)=O. The product is [Br:8][C:5]1[CH:6]=[CH:7][C:2]([O:29][CH2:28][CH:30]([C:9]#[N:10])[CH3:15])=[N:3][CH:4]=1. The yield is 0.393.